This data is from Forward reaction prediction with 1.9M reactions from USPTO patents (1976-2016). The task is: Predict the product of the given reaction. Given the reactants O.NN.[C:4]1([CH2:10][CH2:11][CH2:12][CH2:13][CH2:14][N:15]2C(=O)C3C(=CC=CC=3)C2=O)[CH:9]=[CH:8][CH:7]=[CH:6][CH:5]=1, predict the reaction product. The product is: [C:4]1([CH2:10][CH2:11][CH2:12][CH2:13][CH2:14][NH2:15])[CH:9]=[CH:8][CH:7]=[CH:6][CH:5]=1.